This data is from NCI-60 drug combinations with 297,098 pairs across 59 cell lines. The task is: Regression. Given two drug SMILES strings and cell line genomic features, predict the synergy score measuring deviation from expected non-interaction effect. Drug 1: CN(C(=O)NC(C=O)C(C(C(CO)O)O)O)N=O. Drug 2: N.N.Cl[Pt+2]Cl. Cell line: K-562. Synergy scores: CSS=49.7, Synergy_ZIP=4.48, Synergy_Bliss=-1.61, Synergy_Loewe=27.5, Synergy_HSA=4.85.